Dataset: Full USPTO retrosynthesis dataset with 1.9M reactions from patents (1976-2016). Task: Predict the reactants needed to synthesize the given product. Given the product [O:37]1[CH2:38][CH2:39][CH2:40][CH2:41][CH:36]1[O:35][CH2:34][CH2:33][CH2:32][N:3]1[CH2:4][CH2:5][S:1][C:2]1=[N:6][CH:7]([C:17]1[CH:22]=[CH:21][CH:20]=[C:19]([Cl:23])[C:18]=1[Cl:24])[CH2:8][C:9]1[CH:10]=[C:11]([CH3:16])[CH:12]=[C:13]([CH3:15])[CH:14]=1, predict the reactants needed to synthesize it. The reactants are: [S:1]1[CH2:5][CH2:4][N:3]=[C:2]1[NH:6][CH:7]([C:17]1[CH:22]=[CH:21][CH:20]=[C:19]([Cl:23])[C:18]=1[Cl:24])[CH2:8][C:9]1[CH:14]=[C:13]([CH3:15])[CH:12]=[C:11]([CH3:16])[CH:10]=1.C([O-])(C)(C)C.[K+].Br[CH2:32][CH2:33][CH2:34][O:35][CH:36]1[CH2:41][CH2:40][CH2:39][CH2:38][O:37]1.